From a dataset of Reaction yield outcomes from USPTO patents with 853,638 reactions. Predict the reaction yield, written as a fraction of the theoretical maximum amount of product (1.0 means a 100% yield; for example, 0.34 means a 34% yield). The reactants are [BH4-].[Li+].C([C@@H]1COC(=O)N1[C:16](=[O:41])[C@H:17]([CH3:40])[C@@H:18]([O:32][Si:33]([C:36]([CH3:39])([CH3:38])[CH3:37])([CH3:35])[CH3:34])[CH2:19][CH2:20][CH2:21][O:22][CH2:23][C:24]1[CH:29]=[CH:28][C:27]([O:30][CH3:31])=[CH:26][CH:25]=1)C1C=CC=CC=1.CO. The catalyst is C1COCC1. The product is [Si:33]([O:32][C@@H:18]([CH2:19][CH2:20][CH2:21][O:22][CH2:23][C:24]1[CH:25]=[CH:26][C:27]([O:30][CH3:31])=[CH:28][CH:29]=1)[C@@H:17]([CH3:40])[CH2:16][OH:41])([C:36]([CH3:38])([CH3:39])[CH3:37])([CH3:34])[CH3:35]. The yield is 0.780.